This data is from Catalyst prediction with 721,799 reactions and 888 catalyst types from USPTO. The task is: Predict which catalyst facilitates the given reaction. (1) Reactant: [Li]CCCC.[F:6][C:7]1[CH:8]=[C:9]([N:18]2[CH2:23][CH2:22][O:21][CH2:20][CH2:19]2)[CH:10]=[C:11]([F:17])[C:12]=1[CH:13]=[C:14](Br)Br.[NH4+].[Cl-]. Product: [F:6][C:7]1[CH:8]=[C:9]([N:18]2[CH2:23][CH2:22][O:21][CH2:20][CH2:19]2)[CH:10]=[C:11]([F:17])[C:12]=1[C:13]#[CH:14]. The catalyst class is: 1. (2) Reactant: [Cl:1][C:2]1[CH:3]=[C:4]([N:9]([CH3:25])[C:10]([C:12]2[S:16][C:15]([NH:17][NH2:18])=[N:14][C:13]=2[C:19]2[CH:24]=[CH:23][CH:22]=[CH:21][CH:20]=2)=[O:11])[CH:5]=[CH:6][C:7]=1[CH3:8].[OH-].[K+].[C:28](=S)=[S:29]. Product: [Cl:1][C:2]1[CH:3]=[C:4]([N:9]([CH3:25])[C:10]([C:12]2[S:16][C:15]3=[N:17][N:18]=[C:28]([SH:29])[N:14]3[C:13]=2[C:19]2[CH:24]=[CH:23][CH:22]=[CH:21][CH:20]=2)=[O:11])[CH:5]=[CH:6][C:7]=1[CH3:8]. The catalyst class is: 5. (3) Reactant: [NH2:1][C:2]1[CH:7]=[CH:6][C:5]([C:8]2[C:12]3[C:13]([NH2:23])=[N:14][CH:15]=[C:16]([C:17]4[CH:22]=[CH:21][N:20]=[CH:19][CH:18]=4)[C:11]=3[S:10][CH:9]=2)=[CH:4][CH:3]=1.[F:24][C:25]1[CH:30]=[CH:29][C:28]([C:31]([F:34])([F:33])[F:32])=[CH:27][C:26]=1[N:35]=[C:36]=[O:37]. Product: [NH2:23][C:13]1[C:12]2[C:8]([C:5]3[CH:4]=[CH:3][C:2]([NH:1][C:36]([NH:35][C:26]4[CH:27]=[C:28]([C:31]([F:32])([F:34])[F:33])[CH:29]=[CH:30][C:25]=4[F:24])=[O:37])=[CH:7][CH:6]=3)=[CH:9][S:10][C:11]=2[C:16]([C:17]2[CH:22]=[CH:21][N:20]=[CH:19][CH:18]=2)=[CH:15][N:14]=1. The catalyst class is: 827. (4) Reactant: [OH:1][C:2]1[C:7]([C:8](=O)[CH3:9])=[CH:6][C:5]([C:11]2[NH:15][N:14]=[N:13][N:12]=2)=[CH:4][C:3]=1[C:16]1[CH:21]=[CH:20][CH:19]=[CH:18][CH:17]=1.[NH:22]([C:24]1[CH:32]=[CH:31][C:27]([C:28]([NH2:30])=[NH:29])=[CH:26][CH:25]=1)N.CCN(C(C)C)C(C)C. Product: [OH:1][C:2]1[C:7]([C:8]2[NH:22][C:24]3[C:32]([CH:9]=2)=[CH:31][C:27]([C:28]([NH2:30])=[NH:29])=[CH:26][CH:25]=3)=[CH:6][C:5]([C:11]2[NH:15][N:14]=[N:13][N:12]=2)=[CH:4][C:3]=1[C:16]1[CH:21]=[CH:20][CH:19]=[CH:18][CH:17]=1. The catalyst class is: 14. (5) Reactant: Cl[C:2]([O:4][CH3:5])=[O:3].[C:6]([O:10][C:11](=[O:42])[N:12]([CH3:41])[CH2:13][CH2:14][N:15]([C:27](=[O:40])[CH2:28][NH:29][C:30]1[CH:39]=[CH:38][CH:37]=[C:36]2[C:31]=1[CH2:32][CH2:33][NH:34][CH2:35]2)[CH2:16][C:17]1[CH:22]=[CH:21][CH:20]=[CH:19][C:18]=1[C:23]([F:26])([F:25])[F:24])([CH3:9])([CH3:8])[CH3:7]. Product: [C:6]([O:10][C:11]([N:12]([CH3:41])[CH2:13][CH2:14][N:15]([CH2:16][C:17]1[CH:22]=[CH:21][CH:20]=[CH:19][C:18]=1[C:23]([F:25])([F:26])[F:24])[C:27](=[O:40])[CH2:28][NH:29][C:30]1[CH:39]=[CH:38][CH:37]=[C:36]2[C:31]=1[CH2:32][CH2:33][N:34]([C:2]([O:4][CH3:5])=[O:3])[CH2:35]2)=[O:42])([CH3:9])([CH3:8])[CH3:7]. The catalyst class is: 2.